Dataset: Peptide-MHC class II binding affinity with 134,281 pairs from IEDB. Task: Regression. Given a peptide amino acid sequence and an MHC pseudo amino acid sequence, predict their binding affinity value. This is MHC class II binding data. (1) The peptide sequence is DEHIILYLVNFDKDR. The MHC is HLA-DQA10301-DQB10302 with pseudo-sequence HLA-DQA10301-DQB10302. The binding affinity (normalized) is 0.582. (2) The peptide sequence is YCDMMSLNLTIVSVS. The MHC is DRB4_0101 with pseudo-sequence DRB4_0103. The binding affinity (normalized) is 0.289. (3) The peptide sequence is DVKFPGGGQIVGWVY. The MHC is HLA-DQA10501-DQB10301 with pseudo-sequence HLA-DQA10501-DQB10301. The binding affinity (normalized) is 0.558.